Task: Predict which catalyst facilitates the given reaction.. Dataset: Catalyst prediction with 721,799 reactions and 888 catalyst types from USPTO Reactant: [NH:1]1[CH:8]=[CH:7][C:5](=[O:6])[NH:4][C:2]1=[O:3].C(O[CH:13]1[C@H:17]([O:18][C:19](=[O:21])[CH3:20])[C@H:16]([O:22][CH2:23][C:24]2[CH:29]=[CH:28][CH:27]=[CH:26][CH:25]=2)[C@:15]([CH2:33][O:34][CH2:35][C:36]2[CH:41]=[CH:40][CH:39]=[CH:38][CH:37]=2)([CH:30]([F:32])[F:31])[O:14]1)(=O)C.Cl[Sn](Cl)(Cl)Cl. Product: [C:19]([O:18][C@@H:17]1[C@H:16]([O:22][CH2:23][C:24]2[CH:29]=[CH:28][CH:27]=[CH:26][CH:25]=2)[C@:15]([CH2:33][O:34][CH2:35][C:36]2[CH:37]=[CH:38][CH:39]=[CH:40][CH:41]=2)([CH:30]([F:31])[F:32])[O:14][C@H:13]1[N:1]1[CH:8]=[CH:7][C:5](=[O:6])[NH:4][C:2]1=[O:3])(=[O:21])[CH3:20]. The catalyst class is: 23.